This data is from Full USPTO retrosynthesis dataset with 1.9M reactions from patents (1976-2016). The task is: Predict the reactants needed to synthesize the given product. Given the product [NH2:15][CH2:14][CH2:13][C:7]1[CH:8]=[CH:9][C:10]([O:11][CH3:12])=[C:5]([S:2]([NH2:1])(=[O:4])=[O:3])[CH:6]=1, predict the reactants needed to synthesize it. The reactants are: [NH2:1][S:2]([C:5]1[CH:6]=[C:7]([CH2:13][CH2:14][NH:15]C(=O)C(F)(F)F)[CH:8]=[CH:9][C:10]=1[O:11][CH3:12])(=[O:4])=[O:3].